From a dataset of Full USPTO retrosynthesis dataset with 1.9M reactions from patents (1976-2016). Predict the reactants needed to synthesize the given product. Given the product [C:11]([O:15][C:16]([N:18]1[CH2:22][CH:21]([O:23][Si:24]([C:27]([CH3:30])([CH3:29])[CH3:28])([CH3:26])[CH3:25])[CH2:20][C@:19]1([CH2:31][CH2:32][CH3:33])[CH:34]([C:4]1[CH:5]=[CH:6][C:7]([Cl:8])=[C:2]([Cl:1])[CH:3]=1)[OH:35])=[O:17])([CH3:14])([CH3:13])[CH3:12], predict the reactants needed to synthesize it. The reactants are: [Cl:1][C:2]1[CH:3]=[C:4]([Mg]Br)[CH:5]=[CH:6][C:7]=1[Cl:8].[C:11]([O:15][C:16]([N:18]1[CH2:22][CH:21]([O:23][Si:24]([C:27]([CH3:30])([CH3:29])[CH3:28])([CH3:26])[CH3:25])[CH2:20][C@@:19]1([CH:34]=[O:35])[CH2:31][CH2:32][CH3:33])=[O:17])([CH3:14])([CH3:13])[CH3:12].